Task: Predict the reaction yield, written as a fraction of the theoretical maximum amount of product (1.0 means a 100% yield; for example, 0.34 means a 34% yield).. Dataset: Reaction yield outcomes from USPTO patents with 853,638 reactions (1) The reactants are [CH3:1][C:2]1[C:6]2[C:7](=[O:18])[N:8]([CH2:11][CH2:12][N:13]3[CH2:17][CH2:16][CH2:15][CH2:14]3)[CH2:9][CH2:10][C:5]=2[NH:4][C:3]=1[CH:19]=O.[Cl:21][C:22]1[CH:27]=[CH:26][C:25]([C:28]2[CH:36]=[CH:35][CH:34]=[C:33]3[C:29]=2[CH2:30][C:31](=[O:37])[NH:32]3)=[C:24]([F:38])[CH:23]=1. No catalyst specified. The product is [Cl:21][C:22]1[CH:27]=[CH:26][C:25]([C:28]2[CH:36]=[CH:35][CH:34]=[C:33]3[C:29]=2[C:30](=[CH:19][C:3]2[NH:4][C:5]4[CH2:10][CH2:9][N:8]([CH2:11][CH2:12][N:13]5[CH2:14][CH2:15][CH2:16][CH2:17]5)[C:7](=[O:18])[C:6]=4[C:2]=2[CH3:1])[C:31](=[O:37])[NH:32]3)=[C:24]([F:38])[CH:23]=1. The yield is 0.516. (2) The reactants are [S:1]1[CH:5]=[CH:4][N:3]=[C:2]1[NH:6][S:7]([C:10]1[CH:15]=[CH:14][C:13]([CH:16]2[CH2:21][CH2:20][N:19](C(=O)C(F)(F)F)[CH2:18][CH2:17]2)=[CH:12][CH:11]=1)(=[O:9])=[O:8].[OH-].[Na+]. The catalyst is CC(O)=O. The product is [NH:19]1[CH2:18][CH2:17][CH:16]([C:13]2[CH:12]=[CH:11][C:10]([S:7]([NH:6][C:2]3[S:1][CH:5]=[CH:4][N:3]=3)(=[O:8])=[O:9])=[CH:15][CH:14]=2)[CH2:21][CH2:20]1. The yield is 0.870. (3) The reactants are Cl[C:2]1[C:3]2[CH:10]=[CH:9][N:8]([S:11]([C:14]3[CH:19]=[CH:18][C:17]([CH3:20])=[CH:16][CH:15]=3)(=[O:13])=[O:12])[C:4]=2[N:5]=[CH:6][N:7]=1.C1(C)C=CC(C([C@@](C(O)=O)(O)[C@@](C(C2C=CC(C)=CC=2)=O)(O)C(O)=O)=O)=CC=1.[CH2:49]([N:56]1[CH2:61][CH2:60][C@@H:59]([CH3:62])[C@@H:58]([NH:63][CH3:64])[CH2:57]1)[C:50]1[CH:55]=[CH:54][CH:53]=[CH:52][CH:51]=1.C(=O)([O-])[O-].[K+].[K+].O. The catalyst is C(#N)C. The product is [CH2:49]([N:56]1[CH2:61][CH2:60][C@@H:59]([CH3:62])[C@@H:58]([N:63]([CH3:64])[C:2]2[C:3]3[CH:10]=[CH:9][N:8]([S:11]([C:14]4[CH:19]=[CH:18][C:17]([CH3:20])=[CH:16][CH:15]=4)(=[O:13])=[O:12])[C:4]=3[N:5]=[CH:6][N:7]=2)[CH2:57]1)[C:50]1[CH:51]=[CH:52][CH:53]=[CH:54][CH:55]=1. The yield is 0.821. (4) The reactants are [CH3:1][O:2][C:3](=[O:12])[C:4]1[CH:9]=[CH:8][C:7](I)=[C:6]([OH:11])[CH:5]=1.[CH3:13][Si:14]([C:17]#[CH:18])([CH3:16])[CH3:15]. The catalyst is C1COCC1.C(Cl)(Cl)Cl.Cl[Pd](Cl)([P](C1C=CC=CC=1)(C1C=CC=CC=1)C1C=CC=CC=1)[P](C1C=CC=CC=1)(C1C=CC=CC=1)C1C=CC=CC=1. The product is [OH:11][C:6]1[CH:5]=[C:4]([CH:9]=[CH:8][C:7]=1[C:18]#[C:17][Si:14]([CH3:16])([CH3:15])[CH3:13])[C:3]([O:2][CH3:1])=[O:12]. The yield is 0.910. (5) The reactants are [CH:1]1([N:5]2[CH2:11][CH2:10][CH2:9][N:8]([C:12]([N:14]3[CH2:17][CH:16]([NH2:18])[CH2:15]3)=[O:13])[CH2:7][CH2:6]2)[CH2:4][CH2:3][CH2:2]1.Br[CH2:20][C:21]1[CH:28]=[CH:27][C:24]([C:25]#[N:26])=[CH:23][CH:22]=1.CCN(C(C)C)C(C)C. The catalyst is ClC(Cl)C. The product is [CH:1]1([N:5]2[CH2:11][CH2:10][CH2:9][N:8]([C:12]([N:14]3[CH2:15][CH:16]([NH:18][CH2:20][C:21]4[CH:28]=[CH:27][C:24]([C:25]#[N:26])=[CH:23][CH:22]=4)[CH2:17]3)=[O:13])[CH2:7][CH2:6]2)[CH2:4][CH2:3][CH2:2]1. The yield is 0.330.